This data is from Experimentally validated miRNA-target interactions with 360,000+ pairs, plus equal number of negative samples. The task is: Binary Classification. Given a miRNA mature sequence and a target amino acid sequence, predict their likelihood of interaction. (1) The miRNA is hsa-miR-6070 with sequence CCGGUUCCAGUCCCUGGAG. The protein sequence of the target gene is MMDNKDLEAEIHPLKNEDKKSQENPGNLPRNEDNLKSKPVPSRLSRCRTVAFFLSLFTCLFVVFVLSFIIPCPDRPSSQGTWKLDYNNAVMYDFLALGDINKDKVQDVLFLYKNTNSSNNLTRSCADEGFSTPCAFVVAVSGANGSVLWERPVAQDVALVKCAMPQTLDSDEVSSACIVVGRAGSFVAVSFFTGETLWSHPSSFSGNVSILSPLLQVPDIDGDGDGTPDLLILAQEGQEVSGALYSGSTGYQIGHRGSLGVDGDGVALLHVTRTGAQYILLPCASALCGFSVKSLYERIT.... Result: 0 (no interaction). (2) The miRNA is hsa-miR-548au-3p with sequence UGGCAGUUACUUUUGCACCAG. The protein sequence of the target gene is MPCPRLPWLRRHRTSQGSGPSSPSTVSAPNSPSRGEDEDAEEEEGDGTPGSGPILPPTSPMECLICVSPFDGIFKLPKRLDCGHVFCLECLARLSLATAGGGDAVACPMCRAPTRLAPRRGLPALPTQPGLLPRDARAPLPRQGSVRFDRRRGLLYLRPPPPSPGPRKSRTVRAPPPPPPLRLGRPLSRRLSLSSPAWAFNAAVALAVLVAAGLVVSGVYIFFLIPHVTNSGVRPQTVALAPENDFWVSPRPTPVAPWTHAWTRRPTKPDLDLDDTLPEATKDTPELEEATKDPVETQGI.... Result: 0 (no interaction).